Dataset: Reaction yield outcomes from USPTO patents with 853,638 reactions. Task: Predict the reaction yield, written as a fraction of the theoretical maximum amount of product (1.0 means a 100% yield; for example, 0.34 means a 34% yield). (1) The reactants are [CH2:1]([O:6][C:7]1[CH:16]=[CH:15][C:14]2[NH:13][CH:12]([CH:17]3[CH2:22][CH2:21][NH:20][CH2:19][CH2:18]3)[CH:11]3[CH2:23][CH2:24][CH2:25][O:26][CH:10]3[C:9]=2[CH:8]=1)[CH2:2][CH:3]([CH3:5])[CH3:4].[CH:27](=O)[C:28]1[CH:33]=[CH:32][CH:31]=[CH:30][CH:29]=1.[BH-](OC(C)=O)(OC(C)=O)OC(C)=O.[Na+]. The catalyst is ClCCCl. The product is [CH2:27]([N:20]1[CH2:21][CH2:22][CH:17]([CH:12]2[CH:11]3[CH2:23][CH2:24][CH2:25][O:26][CH:10]3[C:9]3[CH:8]=[C:7]([O:6][CH2:1][CH2:2][CH:3]([CH3:5])[CH3:4])[CH:16]=[CH:15][C:14]=3[NH:13]2)[CH2:18][CH2:19]1)[C:28]1[CH:33]=[CH:32][CH:31]=[CH:30][CH:29]=1. The yield is 0.380. (2) The reactants are [Cl:1][C:2]1[C:3]([OH:14])=[C:4]([C:9](=[O:13])[CH:10]([CH3:12])[CH3:11])[CH:5]=[C:6]([OH:8])[CH:7]=1.Cl[Si:16]([CH:23]([CH3:25])[CH3:24])([CH:20]([CH3:22])[CH3:21])[CH:17]([CH3:19])[CH3:18]. No catalyst specified. The product is [Cl:1][C:2]1[C:3]([OH:14])=[C:4]([C:9](=[O:13])[CH:10]([CH3:11])[CH3:12])[CH:5]=[C:6]([O:8][Si:16]([CH:23]([CH3:25])[CH3:24])([CH:20]([CH3:22])[CH3:21])[CH:17]([CH3:19])[CH3:18])[CH:7]=1. The yield is 0.930. (3) The reactants are [C:1]([O:5][C:6]([N:8]1[CH:12]=[CH:11][C:10]([CH2:13][CH2:14][CH2:15][C:16]([OH:18])=[O:17])=[N:9]1)=[O:7])([CH3:4])([CH3:3])[CH3:2].C(=O)([O-])[O-].[K+].[K+].[CH2:25](Br)[C:26]1[CH:31]=[CH:30][CH:29]=[CH:28][CH:27]=1. The catalyst is CN(C=O)C. The product is [CH2:25]([O:17][C:16](=[O:18])[CH2:15][CH2:14][CH2:13][C:10]1[CH:11]=[CH:12][N:8]([C:6]([O:5][C:1]([CH3:4])([CH3:2])[CH3:3])=[O:7])[N:9]=1)[C:26]1[CH:31]=[CH:30][CH:29]=[CH:28][CH:27]=1. The yield is 0.684. (4) The reactants are Cl[C:2]1[C:7]([N+:8]([O-:10])=[O:9])=[CH:6][CH:5]=[CH:4][N:3]=1.[N:11]([CH2:14][CH2:15][NH2:16])([CH3:13])[CH3:12]. The catalyst is C(O)C. The product is [CH3:12][N:11]([CH3:13])[CH2:14][CH2:15][NH:16][C:2]1[C:7]([N+:8]([O-:10])=[O:9])=[CH:6][CH:5]=[CH:4][N:3]=1. The yield is 0.610. (5) The reactants are [F:1][C:2]1[CH:7]=[CH:6][C:5]([C:8]([C:10]([C:12]2[CH:17]=[CH:16][C:15]([F:18])=[CH:14][CH:13]=2)=O)=O)=[CH:4][CH:3]=1.[NH2:19][CH2:20][CH:21]([NH2:23])[CH3:22]. The catalyst is C(O)C. The product is [F:1][C:2]1[CH:7]=[CH:6][C:5]([C:8]2[C:10]([C:12]3[CH:17]=[CH:16][C:15]([F:18])=[CH:14][CH:13]=3)=[N:23][CH:21]([CH3:22])[CH2:20][N:19]=2)=[CH:4][CH:3]=1. The yield is 0.860.